Dataset: Reaction yield outcomes from USPTO patents with 853,638 reactions. Task: Predict the reaction yield, written as a fraction of the theoretical maximum amount of product (1.0 means a 100% yield; for example, 0.34 means a 34% yield). (1) The reactants are [Br:1][C:2]1[C:3]([CH3:19])=[C:4]([NH:8][C:9](=[O:18])[C:10]2[CH:15]=[CH:14][CH:13]=[CH:12][C:11]=2[CH2:16]Cl)[CH:5]=[CH:6][CH:7]=1.[H-].[Na+].O. The catalyst is CN(C=O)C. The product is [Br:1][C:2]1[C:3]([CH3:19])=[C:4]([N:8]2[CH2:16][C:11]3[C:10](=[CH:15][CH:14]=[CH:13][CH:12]=3)[C:9]2=[O:18])[CH:5]=[CH:6][CH:7]=1. The yield is 0.950. (2) The reactants are S(Cl)(Cl)=O.C[N:6]([CH:8]=[O:9])C.[Cl:10][C:11]1[N:19]=[CH:18][C:17]([S:20](=[O:31])(=[O:30])[NH:21][C:22]2[CH:27]=[C:26]([F:28])[CH:25]=[C:24]([F:29])[CH:23]=2)=[CH:16][C:12]=1C(O)=O.[OH-].[NH4+]. The catalyst is C1(C)C=CC=CC=1. The product is [Cl:10][C:11]1[N:19]=[CH:18][C:17]([S:20](=[O:30])(=[O:31])[NH:21][C:22]2[CH:23]=[C:24]([F:29])[CH:25]=[C:26]([F:28])[CH:27]=2)=[CH:16][C:12]=1[C:8]([NH2:6])=[O:9]. The yield is 0.720. (3) The reactants are [OH:1][CH2:2][CH:3]([CH2:6][OH:7])[CH2:4][OH:5].[CH:8](OC)(OC)[O:9][CH3:10].O.C1(C)C=CC(S(O)(=O)=O)=CC=1. The catalyst is C(N(CC)CC)C. The product is [CH3:8][O:9][CH:10]1[O:5][CH2:4][CH:3]([CH2:6][OH:7])[CH2:2][O:1]1. The yield is 0.591. (4) The reactants are [F:1][C:2]1[CH:7]=[CH:6][C:5]([CH:8]([C:10]2[CH:15]=[C:14]([O:16][C:17]([F:22])([F:21])[CH:18]([F:20])[F:19])[CH:13]=[C:12]([F:23])[CH:11]=2)[NH2:9])=[CH:4][C:3]=1[O:24][CH:25]([CH3:27])[CH3:26].[CH:28](OC(=O)C)=[O:29].C(OC(=O)C)(=O)C.C(O)=O. The catalyst is C(Cl)Cl. The product is [F:1][C:2]1[CH:7]=[CH:6][C:5]([CH:8]([C:10]2[CH:15]=[C:14]([O:16][C:17]([F:21])([F:22])[CH:18]([F:20])[F:19])[CH:13]=[C:12]([F:23])[CH:11]=2)[NH:9][CH:28]=[O:29])=[CH:4][C:3]=1[O:24][CH:25]([CH3:27])[CH3:26]. The yield is 0.850. (5) The reactants are [F:1][C:2]([C:5]1[CH:9]=[C:8]([NH:10][C:11](=[O:20])OC2C=CC(Cl)=CC=2)[O:7][N:6]=1)([CH3:4])[CH3:3].[CH3:21][O:22][C:23]1[CH:24]=[C:25]2[C:30](=[CH:31][C:32]=1[O:33][CH3:34])[N:29]=[CH:28][N:27]=[C:26]2[O:35][C:36]1[C:37]([F:43])=[C:38]([CH:40]=[CH:41][CH:42]=1)[NH2:39]. The catalyst is C1COCC1. The product is [CH3:21][O:22][C:23]1[CH:24]=[C:25]2[C:30](=[CH:31][C:32]=1[O:33][CH3:34])[N:29]=[CH:28][N:27]=[C:26]2[O:35][C:36]1[C:37]([F:43])=[C:38]([NH:39][C:11]([NH:10][C:8]2[O:7][N:6]=[C:5]([C:2]([F:1])([CH3:3])[CH3:4])[CH:9]=2)=[O:20])[CH:40]=[CH:41][CH:42]=1. The yield is 0.640. (6) The reactants are [F:1][C:2]1[CH:7]=[CH:6][C:5]([C:8](=[O:14])[CH2:9][C:10]([O:12][CH3:13])=[O:11])=[CH:4][CH:3]=1.[C:15]1(=O)[CH:20]=[CH:19][C:18](=[O:21])[CH:17]=[CH:16]1.O. The catalyst is CCOCC.CCO.[Cl-].[Cl-].[Zn+2]. The product is [F:1][C:2]1[CH:3]=[CH:4][C:5]([C:8]2[O:14][C:15]3[CH:20]=[CH:19][C:18]([OH:21])=[CH:17][C:16]=3[C:9]=2[C:10]([O:12][CH3:13])=[O:11])=[CH:6][CH:7]=1. The yield is 0.190. (7) The reactants are [F:1][C:2]1[CH:7]=[C:6]([N+:8]([O-])=O)[CH:5]=[CH:4][C:3]=1[N:11]1[C:15]([CH3:16])=[N:14][CH:13]=[N:12]1. The catalyst is [Pd].CO. The product is [F:1][C:2]1[CH:7]=[C:6]([CH:5]=[CH:4][C:3]=1[N:11]1[C:15]([CH3:16])=[N:14][CH:13]=[N:12]1)[NH2:8]. The yield is 0.910. (8) The reactants are [C:1]([O:5][C:6]([N:8]1[CH:15]2[CH:10]([CH2:11][CH2:12][N:13](C(=O)C(F)(F)F)[CH2:14]2)[CH2:9]1)=[O:7])([CH3:4])([CH3:3])[CH3:2].C([O-])([O-])=O.[K+].[K+]. The catalyst is CO.O.[NH4+].[OH-]. The product is [C:1]([O:5][C:6]([N:8]1[CH:15]2[CH:10]([CH2:11][CH2:12][NH:13][CH2:14]2)[CH2:9]1)=[O:7])([CH3:4])([CH3:2])[CH3:3]. The yield is 0.550. (9) The reactants are Cl[C:2]1[CH:7]=[CH:6][N:5]=[C:4]([N:8]2[CH2:19][CH2:18][N:17]3[C:10](=[CH:11][C:12]4[CH2:13][C:14]([CH3:21])([CH3:20])[CH2:15][C:16]=43)[C:9]2=[O:22])[C:3]=1[CH:23]=[O:24].[CH3:25][N:26]1[C:31](=[O:32])[C:30]([NH:33][C:34]2[CH:46]=[C:37]3[CH2:38][N:39]([CH:42]4[CH2:45][O:44][CH2:43]4)[CH2:40][CH2:41][N:36]3[N:35]=2)=[CH:29][C:28](B(O)O)=[CH:27]1.[O-]P([O-])([O-])=O.[K+].[K+].[K+].O.O.O.C([O-])(=O)C.[Na+]. The catalyst is O.C1C=CC(P(C2C=CC=CC=2)[C-]2C=CC=C2)=CC=1.C1C=CC(P(C2C=CC=CC=2)[C-]2C=CC=C2)=CC=1.Cl[Pd]Cl.[Fe+2].C(#N)C. The product is [CH3:20][C:14]1([CH3:21])[CH2:13][C:12]2[CH:11]=[C:10]3[N:17]([CH2:18][CH2:19][N:8]([C:4]4[C:3]([CH:23]=[O:24])=[C:2]([C:28]5[CH:29]=[C:30]([NH:33][C:34]6[CH:46]=[C:37]7[CH2:38][N:39]([CH:42]8[CH2:45][O:44][CH2:43]8)[CH2:40][CH2:41][N:36]7[N:35]=6)[C:31](=[O:32])[N:26]([CH3:25])[CH:27]=5)[CH:7]=[CH:6][N:5]=4)[C:9]3=[O:22])[C:16]=2[CH2:15]1. The yield is 0.310.